This data is from Full USPTO retrosynthesis dataset with 1.9M reactions from patents (1976-2016). The task is: Predict the reactants needed to synthesize the given product. Given the product [I:20][CH2:2][C:3]1[N:7]([CH3:8])[N:6]=[C:5]([C:9]2[CH:14]=[CH:13][C:12]([O:15][C:16]([F:19])([F:18])[F:17])=[CH:11][CH:10]=2)[CH:4]=1, predict the reactants needed to synthesize it. The reactants are: Cl[CH2:2][C:3]1[N:7]([CH3:8])[N:6]=[C:5]([C:9]2[CH:14]=[CH:13][C:12]([O:15][C:16]([F:19])([F:18])[F:17])=[CH:11][CH:10]=2)[CH:4]=1.[I-:20].[Na+].COC(C)(C)C.